Dataset: Peptide-MHC class II binding affinity with 134,281 pairs from IEDB. Task: Regression. Given a peptide amino acid sequence and an MHC pseudo amino acid sequence, predict their binding affinity value. This is MHC class II binding data. (1) The peptide sequence is LTYQWHKEGSSIGKL. The MHC is DRB1_1101 with pseudo-sequence DRB1_1101. The binding affinity (normalized) is 0.359. (2) The peptide sequence is EKKYFAAWQFEPLAA. The MHC is HLA-DPA10103-DPB10401 with pseudo-sequence HLA-DPA10103-DPB10401. The binding affinity (normalized) is 0.854. (3) The peptide sequence is LIINWLQEALSSASL. The MHC is HLA-DPA10201-DPB10501 with pseudo-sequence HLA-DPA10201-DPB10501. The binding affinity (normalized) is 0. (4) The MHC is DRB1_0405 with pseudo-sequence DRB1_0405. The peptide sequence is IEGGSLFIVPRFHVV. The binding affinity (normalized) is 0.422. (5) The peptide sequence is EAENITTGCAEHCSL. The MHC is DRB1_0802 with pseudo-sequence DRB1_0802. The binding affinity (normalized) is 0.179.